From a dataset of Reaction yield outcomes from USPTO patents with 853,638 reactions. Predict the reaction yield, written as a fraction of the theoretical maximum amount of product (1.0 means a 100% yield; for example, 0.34 means a 34% yield). (1) The reactants are Cl.[CH3:2][O:3][C:4](=[O:11])[C@H:5]([CH2:7][CH:8]([CH3:10])[CH3:9])[NH2:6].C([O-])([O-])=O.[Na+].[Na+].[CH2:18]([O:25][C:26](Cl)=[O:27])[C:19]1[CH:24]=[CH:23][CH:22]=[CH:21][CH:20]=1. The catalyst is O1CCOCC1. The product is [CH3:2][O:3][C:4](=[O:11])[C@H:5]([CH2:7][CH:8]([CH3:10])[CH3:9])[NH:6][C:26]([O:25][CH2:18][C:19]1[CH:24]=[CH:23][CH:22]=[CH:21][CH:20]=1)=[O:27]. The yield is 1.00. (2) The catalyst is [Ni].CCO. The product is [NH2:16][C:13]1[C:7]([C:8]([O:10][CH2:11][CH3:12])=[O:9])=[C:6]2[C:5]([CH:4]=[CH:3][NH:19]2)=[CH:15][CH:14]=1. The reactants are CN(C)/[CH:3]=[CH:4]/[C:5]1[C:6]([N+:19]([O-])=O)=[C:7]([C:13]([N+:16]([O-])=O)=[CH:14][CH:15]=1)[C:8]([O:10][CH2:11][CH3:12])=[O:9]. The yield is 0.160.